Dataset: Forward reaction prediction with 1.9M reactions from USPTO patents (1976-2016). Task: Predict the product of the given reaction. (1) Given the reactants [CH3:1][O:2][C:3]([C:5]1[CH:6]=[C:7]2[C:11](=[CH:12][CH:13]=1)[NH:10][C:9]([C:14]([OH:16])=O)=[CH:8]2)=[O:4].Cl.[CH:18]([N:21]1[CH2:26][CH2:25][CH:24]([NH2:27])[CH2:23][CH2:22]1)([CH3:20])[CH3:19].[B-](F)(F)(F)F.CCOC(C(C#N)=NOC(N(C)C)=[N+](C)C)=O.CCN(C(C)C)C(C)C, predict the reaction product. The product is: [CH3:1][O:2][C:3]([C:5]1[CH:6]=[C:7]2[C:11](=[CH:12][CH:13]=1)[NH:10][C:9]([C:14](=[O:16])[NH:27][CH:24]1[CH2:25][CH2:26][N:21]([CH:18]([CH3:20])[CH3:19])[CH2:22][CH2:23]1)=[CH:8]2)=[O:4]. (2) Given the reactants [Br:1][C:2]1[CH:7]=[C:6]([F:8])[CH:5]=[CH:4][C:3]=1[NH:9]N.[C:11]([O:16][CH2:17][CH3:18])(=[O:15])[C:12]([CH3:14])=O.C(=O)([O-])O.[Na+], predict the reaction product. The product is: [CH2:17]([O:16][C:11]([C:12]1[NH:9][C:3]2[C:4]([CH:14]=1)=[CH:5][C:6]([F:8])=[CH:7][C:2]=2[Br:1])=[O:15])[CH3:18].